This data is from Full USPTO retrosynthesis dataset with 1.9M reactions from patents (1976-2016). The task is: Predict the reactants needed to synthesize the given product. (1) Given the product [O:52]1[CH2:53][CH2:54][N:49]([C:12](=[O:14])/[CH:11]=[CH:10]/[C:4]2[C:5]([CH3:8])([CH3:9])[CH2:6][CH2:7][C:2]([CH3:1])([CH3:15])[CH:3]=2)[CH2:50][CH2:51]1, predict the reactants needed to synthesize it. The reactants are: [CH3:1][C:2]1([CH3:15])[CH2:7][CH2:6][C:5]([CH3:9])([CH3:8])[C:4](/[CH:10]=[CH:11]/[C:12]([OH:14])=O)=[CH:3]1.CN(C(ON1N=NC2C=CC=NC1=2)=[N+](C)C)C.F[P-](F)(F)(F)(F)F.C(N(C(C)C)CC)(C)C.[NH:49]1[CH2:54][CH2:53][O:52][CH2:51][CH2:50]1. (2) Given the product [C:53]([O:56][C:57](=[O:58])[N:45]([C:46]1[NH:47][CH2:48][CH2:49][N:50]=1)[C:44]([CH:41]1[CH2:40][CH2:39][NH:38][CH2:43][CH2:42]1)=[O:51])([CH3:55])([CH3:54])[CH3:52], predict the reactants needed to synthesize it. The reactants are: C(OC(N1CCC(C(O)=O)CC1)=O)C1C=CC=CC=1.O=S(Cl)Cl.C(N)CN.C(OC([N:38]1[CH2:43][CH2:42][CH:41]([C:44](=[O:51])[NH:45][C:46]2[NH:47][CH2:48][CH2:49][N:50]=2)[CH2:40][CH2:39]1)=O)C1C=CC=CC=1.[CH3:52][C:53]([O:56][C:57](O[C:57]([O:56][C:53]([CH3:55])([CH3:54])[CH3:52])=[O:58])=[O:58])([CH3:55])[CH3:54].CCN(C(C)C)C(C)C. (3) The reactants are: Cl.Cl.[CH3:3][N:4]([CH2:6][C:7]1[CH:8]=[C:9]([O:22]C)[C:10]2[C:19]3[NH:18][CH2:17][CH2:16][CH2:15][C:14]=3[C:13](=[O:20])[NH:12][C:11]=2[CH:21]=1)[CH3:5].B(Br)(Br)Br.O. Given the product [CH3:5][N:4]([CH2:6][C:7]1[CH:8]=[C:9]([OH:22])[C:10]2[C:19]3[NH:18][CH2:17][CH2:16][CH2:15][C:14]=3[C:13](=[O:20])[NH:12][C:11]=2[CH:21]=1)[CH3:3], predict the reactants needed to synthesize it. (4) Given the product [OH:67][CH2:66][C:63]1[CH:62]=[CH:61][C:60]([NH:59][C:58](=[O:68])[C@@H:31]([NH:30][C:29](=[O:69])[C@@H:18]([NH2:17])[CH2:19][C:20]2[CH:25]=[CH:24][C:23]([N+:26]([O-:28])=[O:27])=[CH:22][CH:21]=2)[CH2:32][CH2:33][CH2:34][CH2:35][NH:36][C:37]([C:50]2[CH:55]=[CH:54][C:53]([O:56][CH3:57])=[CH:52][CH:51]=2)([C:38]2[CH:43]=[CH:42][CH:41]=[CH:40][CH:39]=2)[C:44]2[CH:49]=[CH:48][CH:47]=[CH:46][CH:45]=2)=[CH:65][CH:64]=1, predict the reactants needed to synthesize it. The reactants are: C1C2C(COC(=O)[NH:17][C@H:18]([C:29](=[O:69])[NH:30][C@H:31]([C:58](=[O:68])[NH:59][C:60]3[CH:65]=[CH:64][C:63]([CH2:66][OH:67])=[CH:62][CH:61]=3)[CH2:32][CH2:33][CH2:34][CH2:35][NH:36][C:37]([C:50]3[CH:55]=[CH:54][C:53]([O:56][CH3:57])=[CH:52][CH:51]=3)([C:44]3[CH:49]=[CH:48][CH:47]=[CH:46][CH:45]=3)[C:38]3[CH:43]=[CH:42][CH:41]=[CH:40][CH:39]=3)[CH2:19][C:20]3[CH:25]=[CH:24][C:23]([N+:26]([O-:28])=[O:27])=[CH:22][CH:21]=3)C3C(=CC=CC=3)C=2C=CC=1.C(NCC)C. (5) Given the product [NH2:1][C:2]1[CH:10]=[CH:9][CH:8]=[C:7]([O:11][CH3:12])[C:3]=1[C:4]([NH:28][O:19][CH3:18])=[O:6], predict the reactants needed to synthesize it. The reactants are: [NH2:1][C:2]1[CH:10]=[CH:9][CH:8]=[C:7]([O:11][CH3:12])[C:3]=1[C:4]([OH:6])=O.C1N=CN([C:18](N2C=NC=C2)=[O:19])C=1.C([N:28](C(C)C)CC)(C)C.